From a dataset of Forward reaction prediction with 1.9M reactions from USPTO patents (1976-2016). Predict the product of the given reaction. Given the reactants C([N:8]1[CH2:14][C:13]2[CH:15]=[CH:16][CH:17]=[CH:18][C:12]=2[O:11][CH2:10][CH2:9]1)C1C=CC=CC=1, predict the reaction product. The product is: [O:11]1[C:12]2[CH:18]=[CH:17][CH:16]=[CH:15][C:13]=2[CH2:14][NH:8][CH2:9][CH2:10]1.